This data is from Reaction yield outcomes from USPTO patents with 853,638 reactions. The task is: Predict the reaction yield, written as a fraction of the theoretical maximum amount of product (1.0 means a 100% yield; for example, 0.34 means a 34% yield). (1) The reactants are O[CH:2]([C:4]1[CH:9]=[CH:8][C:7]([C:10]2[C:11]([C:16]#[N:17])=[CH:12][CH:13]=[CH:14][CH:15]=2)=[CH:6][CH:5]=1)[CH3:3].[Br-:18].[Br-].[Br-].P. The catalyst is C1(C)C=CC=CC=1. The product is [Br:18][CH:2]([C:4]1[CH:9]=[CH:8][C:7]([C:10]2[C:11]([C:16]#[N:17])=[CH:12][CH:13]=[CH:14][CH:15]=2)=[CH:6][CH:5]=1)[CH3:3]. The yield is 0.870. (2) The reactants are [N+:1]([C:4]1[CH:5]=[CH:6][CH:7]=[C:8]2[C:13]=1[NH:12][C:11](=[O:14])[CH:10]=[CH:9]2)([O-])=O. The catalyst is [Pd].CO. The product is [NH2:1][C:4]1[CH:5]=[CH:6][CH:7]=[C:8]2[C:13]=1[NH:12][C:11](=[O:14])[CH:10]=[CH:9]2. The yield is 0.530. (3) The catalyst is C(Cl)Cl. The yield is 1.00. The reactants are C(N(C(C)C)CC)(C)C.[CH3:10][O:11][CH2:12]Cl.[C:14]([O:18][C:19]([N:21]1[CH2:26][C:25](=[O:27])[N:24]([C:28]2[CH:33]=[CH:32][CH:31]=[CH:30][C:29]=2[OH:34])[CH2:23][C:22]1([CH3:36])[CH3:35])=[O:20])([CH3:17])([CH3:16])[CH3:15].O. The product is [C:14]([O:18][C:19]([N:21]1[CH2:26][C:25](=[O:27])[N:24]([C:28]2[CH:33]=[CH:32][CH:31]=[CH:30][C:29]=2[O:34][CH2:10][O:11][CH3:12])[CH2:23][C:22]1([CH3:36])[CH3:35])=[O:20])([CH3:17])([CH3:15])[CH3:16].